Dataset: Peptide-MHC class II binding affinity with 134,281 pairs from IEDB. Task: Regression. Given a peptide amino acid sequence and an MHC pseudo amino acid sequence, predict their binding affinity value. This is MHC class II binding data. (1) The peptide sequence is FLAMITYITRNQPEW. The MHC is DRB4_0101 with pseudo-sequence DRB4_0103. The binding affinity (normalized) is 0.349. (2) The peptide sequence is STVVASVTIIDRSLP. The MHC is HLA-DPA10201-DPB10501 with pseudo-sequence HLA-DPA10201-DPB10501. The binding affinity (normalized) is 0.414. (3) The peptide sequence is QNRDLSQYIRNCGV. The MHC is H-2-IAd with pseudo-sequence H-2-IAd. The binding affinity (normalized) is 0. (4) The peptide sequence is IPAGELQIIDKIDAA. The binding affinity (normalized) is 0.140. The MHC is DRB1_0701 with pseudo-sequence DRB1_0701. (5) The peptide sequence is LAVFQPSSGNYVHCF. The MHC is DRB1_1101 with pseudo-sequence DRB1_1101. The binding affinity (normalized) is 0.469. (6) The peptide sequence is SIYGAKFADENFIKK. The MHC is DRB1_0301 with pseudo-sequence DRB1_0301. The binding affinity (normalized) is 0.204. (7) The peptide sequence is NFVKAINAIQ. The MHC is DRB1_0402 with pseudo-sequence DRB1_0402. The binding affinity (normalized) is 0. (8) The peptide sequence is VNWEVIIMDEAHFLDHHHHHH. The MHC is DRB1_0901 with pseudo-sequence DRB1_0901. The binding affinity (normalized) is 0.427. (9) The peptide sequence is YAEMKWLLSNTDNAAFPQ. The MHC is DRB1_0701 with pseudo-sequence DRB1_0701. The binding affinity (normalized) is 0. (10) The peptide sequence is AAPANDKFTVFEAAF. The MHC is DRB3_0202 with pseudo-sequence DRB3_0202. The binding affinity (normalized) is 0.166.